Dataset: Full USPTO retrosynthesis dataset with 1.9M reactions from patents (1976-2016). Task: Predict the reactants needed to synthesize the given product. (1) The reactants are: [NH2:1][C:2]1[N:3]=[N:4][C:5]([O:8][CH3:9])=[CH:6][CH:7]=1.CC#N.N1C=CC=CC=1.[C:19]1([O:25][C:26](Cl)=[O:27])[CH:24]=[CH:23][CH:22]=[CH:21][CH:20]=1. Given the product [CH3:9][O:8][C:5]1[N:4]=[N:3][C:2]([NH:1][C:26](=[O:27])[O:25][C:19]2[CH:24]=[CH:23][CH:22]=[CH:21][CH:20]=2)=[CH:7][CH:6]=1, predict the reactants needed to synthesize it. (2) Given the product [CH3:1][N:2]([CH3:32])[CH2:3][CH2:4][CH2:5][NH:6][C:56]([C:51]1[C:50]([C:46]2[CH:47]=[CH:48][CH:49]=[C:44]([CH2:43][S:42][CH2:41][CH2:40][O:33][C:34]3[CH:39]=[CH:38][CH:37]=[CH:36][CH:35]=3)[CH:45]=2)=[CH:55][CH:54]=[CH:53][CH:52]=1)=[O:57], predict the reactants needed to synthesize it. The reactants are: [CH3:1][N:2]([CH3:32])[CH2:3][CH2:4][CH2:5][NH:6]C(C1C=C(C2C=CC(CSCCOC3C=CC=CC=3)=CC=2)C=CC=1)=O.[O:33]([CH2:40][CH2:41][S:42][CH2:43][C:44]1[CH:45]=[C:46]([C:50]2[C:51]([C:56](O)=[O:57])=[CH:52][CH:53]=[CH:54][CH:55]=2)[CH:47]=[CH:48][CH:49]=1)[C:34]1[CH:39]=[CH:38][CH:37]=[CH:36][CH:35]=1.CN(C)CCCN. (3) Given the product [CH2:11]([O:10][C:8]([NH:6][C:5]([NH:4][CH:1]([CH3:3])[CH3:2])=[NH:7])=[O:9])[C:12]1[CH:17]=[CH:16][CH:15]=[CH:14][CH:13]=1, predict the reactants needed to synthesize it. The reactants are: [CH:1]([NH:4][C:5]([NH2:7])=[NH:6])([CH3:3])[CH3:2].[C:8](O[C:8]([O:10][CH2:11][C:12]1[CH:17]=[CH:16][CH:15]=[CH:14][CH:13]=1)=[O:9])([O:10][CH2:11][C:12]1[CH:17]=[CH:16][CH:15]=[CH:14][CH:13]=1)=[O:9]. (4) Given the product [Br:1][C:2]1[C:3](=[O:17])[NH:4][C:5](=[O:16])[N:6]([CH2:8][CH2:9][C:10]2[CH:15]=[CH:14][C:13]([F:18])=[CH:12][CH:11]=2)[N:7]=1, predict the reactants needed to synthesize it. The reactants are: [Br:1][C:2]1[C:3](=[O:17])[NH:4][C:5](=[O:16])[N:6]([CH2:8][CH2:9][C:10]2[CH:15]=[CH:14][CH:13]=[CH:12][CH:11]=2)[N:7]=1.[F:18]C1C=CC(CCI)=CC=1.C(I)CC1C=CC=CC=1. (5) Given the product [C:1]([C:3]1[CH:8]=[CH:7][C:6]([NH:9][S:10]([NH:19][C:18]2[CH:20]=[CH:21][CH:22]=[CH:23][C:17]=2[Br:16])(=[O:12])=[O:11])=[C:5]([O:14][CH3:15])[CH:4]=1)#[N:2], predict the reactants needed to synthesize it. The reactants are: [C:1]([C:3]1[CH:8]=[CH:7][C:6]([NH:9][S:10](Cl)(=[O:12])=[O:11])=[C:5]([O:14][CH3:15])[CH:4]=1)#[N:2].[Br:16][C:17]1[CH:23]=[CH:22][CH:21]=[CH:20][C:18]=1[NH2:19].